From a dataset of Reaction yield outcomes from USPTO patents with 853,638 reactions. Predict the reaction yield, written as a fraction of the theoretical maximum amount of product (1.0 means a 100% yield; for example, 0.34 means a 34% yield). (1) The reactants are [C:1]([OH:9])(=[O:8])[C:2]1[CH:7]=[CH:6][CH:5]=[CH:4][CH:3]=1.O.[C:11](=[O:18])([S:15][CH2:16][CH3:17])[O:12][CH2:13]I. The catalyst is ClCCl. The product is [CH2:16]([S:15][C:11]([O:12][CH2:13][O:8][C:1](=[O:9])[C:2]1[CH:7]=[CH:6][CH:5]=[CH:4][CH:3]=1)=[O:18])[CH3:17]. The yield is 1.00. (2) The reactants are [CH2:1]([C:3]([C:21]1[CH:34]=[CH:33][C:24]([O:25][CH2:26][CH:27]([OH:32])[C:28]([CH3:31])([CH3:30])[CH3:29])=[C:23]([CH3:35])[CH:22]=1)([C:6]1[CH:11]=[CH:10][C:9]([CH2:12][NH:13][CH2:14][CH2:15][S:16]([CH3:19])(=[O:18])=[O:17])=[C:8]([CH3:20])[CH:7]=1)[CH2:4][CH3:5])[CH3:2].C([O-])(O)=O.[Na+].C1COCC1.[CH3:46][C:47]([O:50][C:51](O[C:51]([O:50][C:47]([CH3:49])([CH3:48])[CH3:46])=[O:52])=[O:52])([CH3:49])[CH3:48]. The catalyst is O. The product is [CH2:1]([C:3]([C:6]1[CH:11]=[CH:10][C:9]([CH2:12][N:13]([CH2:14][CH2:15][S:16]([CH3:19])(=[O:18])=[O:17])[C:51](=[O:52])[O:50][C:47]([CH3:49])([CH3:48])[CH3:46])=[C:8]([CH3:20])[CH:7]=1)([C:21]1[CH:34]=[CH:33][C:24]([O:25][CH2:26][CH:27]([OH:32])[C:28]([CH3:30])([CH3:29])[CH3:31])=[C:23]([CH3:35])[CH:22]=1)[CH2:4][CH3:5])[CH3:2]. The yield is 0.740. (3) The reactants are [F:1][C:2]([F:28])([C:7]1[CH:27]=[CH:26][C:10]([CH2:11][NH:12][C:13](=O)[CH2:14][C:15]2[CH:20]=[CH:19][CH:18]=[C:17]([C:21]([F:24])([F:23])[F:22])[CH:16]=2)=[CH:9][CH:8]=1)[C:3]([F:6])([F:5])[F:4]. The catalyst is C1COCC1. The product is [F:1][C:2]([F:28])([C:7]1[CH:27]=[CH:26][C:10]([CH2:11][NH:12][CH2:13][CH2:14][C:15]2[CH:20]=[CH:19][CH:18]=[C:17]([C:21]([F:24])([F:22])[F:23])[CH:16]=2)=[CH:9][CH:8]=1)[C:3]([F:6])([F:5])[F:4]. The yield is 0.830.